Predict which catalyst facilitates the given reaction. From a dataset of Catalyst prediction with 721,799 reactions and 888 catalyst types from USPTO. (1) Reactant: [Si:1]([O:8][CH2:9][CH2:10][C:11]1[CH:16]=[CH:15][C:14]([Cl:17])=[CH:13][C:12]=1[CH:18]([C:20]1[CH:24]=[C:23]([CH2:25][O:26][Si:27]([CH:34]([CH3:36])[CH3:35])([CH:31]([CH3:33])[CH3:32])[CH:28]([CH3:30])[CH3:29])[S:22][CH:21]=1)[OH:19])([C:4]([CH3:7])([CH3:6])[CH3:5])([CH3:3])[CH3:2]. Product: [Si:1]([O:8][CH2:9][CH2:10][C:11]1[CH:16]=[CH:15][C:14]([Cl:17])=[CH:13][C:12]=1[C:18]([C:20]1[CH:24]=[C:23]([CH2:25][O:26][Si:27]([CH:28]([CH3:30])[CH3:29])([CH:34]([CH3:36])[CH3:35])[CH:31]([CH3:32])[CH3:33])[S:22][CH:21]=1)=[O:19])([C:4]([CH3:6])([CH3:5])[CH3:7])([CH3:3])[CH3:2]. The catalyst class is: 177. (2) Reactant: [Cl:1][C:2]1[CH:7]=[C:6]([Cl:8])[CH:5]=[CH:4][C:3]=1[C:9]([F:13])([CH3:12])[C:10]#[N:11].C1COCC1.Cl. Product: [ClH:1].[Cl:1][C:2]1[CH:7]=[C:6]([Cl:8])[CH:5]=[CH:4][C:3]=1[C:9]([F:13])([CH3:12])[CH2:10][NH2:11]. The catalyst class is: 8. (3) Reactant: [N:1]1([C:7]2[CH:8]=[C:9]([CH:11]=[CH:12][CH:13]=2)[NH2:10])[CH2:6][CH2:5][O:4][CH2:3][CH2:2]1.C[Al](C)C.N#N.[NH:20](/[C:24](/[CH3:30])=[CH:25]\[C:26](OC)=[O:27])[C:21]([CH3:23])=O. Product: [CH3:23][C:21]1[N:10]([C:9]2[CH:11]=[CH:12][CH:13]=[C:7]([N:1]3[CH2:2][CH2:3][O:4][CH2:5][CH2:6]3)[CH:8]=2)[C:26](=[O:27])[CH:25]=[C:24]([CH3:30])[N:20]=1. The catalyst class is: 2. (4) Reactant: [Cl:1][C:2]1[C:6]2=[N:7][CH:8]=[C:9]([C:11]([O:13]C)=[O:12])[CH:10]=[C:5]2[NH:4][CH:3]=1.Cl. The catalyst class is: 12. Product: [Cl:1][C:2]1[C:6]2=[N:7][CH:8]=[C:9]([C:11]([OH:13])=[O:12])[CH:10]=[C:5]2[NH:4][CH:3]=1. (5) Reactant: [NH3:1].Cl[CH2:3][C:4]1[N:8]([CH3:9])[N:7]=[C:6]([CH3:10])[C:5]=1[CH3:11].[I-].[Na+]. Product: [CH3:9][N:8]1[C:4]([CH2:3][NH2:1])=[C:5]([CH3:11])[C:6]([CH3:10])=[N:7]1. The catalyst class is: 12. (6) Reactant: [I:1][CH2:2][CH2:3][CH2:4][CH2:5][CH2:6][CH2:7][CH2:8][CH2:9][CH2:10][CH2:11][C:12]([OH:14])=[O:13].[CH2:15](O)[CH3:16].OS(O)(=O)=O. Product: [CH2:15]([O:13][C:12](=[O:14])[CH2:11][CH2:10][CH2:9][CH2:8][CH2:7][CH2:6][CH2:5][CH2:4][CH2:3][CH2:2][I:1])[CH3:16]. The catalyst class is: 11. (7) Reactant: C([Si](C)(C)[O:6][CH2:7][CH2:8][O:9][C:10]1[C:11]([Cl:34])=[CH:12][C:13]([CH3:33])=[C:14]([NH:16][C:17]2[N:25]3[C:20]([CH2:21][O:22][CH2:23][C@H:24]3[C:26]3[CH:31]=[CH:30][C:29]([F:32])=[CH:28][CH:27]=3)=[N:19][N:18]=2)[CH:15]=1)(C)(C)C.Cl. Product: [Cl:34][C:11]1[CH:12]=[C:13]([CH3:33])[C:14]([NH:16][C:17]2[N:25]3[C:20]([CH2:21][O:22][CH2:23][C@H:24]3[C:26]3[CH:31]=[CH:30][C:29]([F:32])=[CH:28][CH:27]=3)=[N:19][N:18]=2)=[CH:15][C:10]=1[O:9][CH2:8][CH2:7][OH:6]. The catalyst class is: 5. (8) Reactant: [Cl:1][C:2]1[CH:7]=[CH:6][C:5]([C:8]2[C:16]([C:17](=[N:21][OH:22])[CH:18]([CH3:20])[CH3:19])=[C:11]3[CH:12]=[CH:13][CH:14]=[CH:15][N:10]3[N:9]=2)=[CH:4][CH:3]=1.C[Si]([N:27]=[C:28]=[O:29])(C)C.N1C=CC=CC=1. Product: [C:28]([O:22][N:21]=[C:17]([C:16]1[C:8]([C:5]2[CH:6]=[CH:7][C:2]([Cl:1])=[CH:3][CH:4]=2)=[N:9][N:10]2[CH:15]=[CH:14][CH:13]=[CH:12][C:11]=12)[CH:18]([CH3:19])[CH3:20])(=[O:29])[NH2:27]. The catalyst class is: 1. (9) Reactant: CCN(C(C)C)C(C)C.[Li]CCCC.[CH2:15]([O:17][C:18]([CH:20]1[CH2:25][CH2:24][N:23]([C:26]([O:28][C:29]([CH3:32])([CH3:31])[CH3:30])=[O:27])[CH2:22][CH2:21]1)=[O:19])[CH3:16].[F:33][C:34]1[CH:41]=[CH:40][C:37]([CH2:38]Br)=[CH:36][CH:35]=1. Product: [CH2:15]([O:17][C:18]([C:20]1([CH2:38][C:37]2[CH:40]=[CH:41][C:34]([F:33])=[CH:35][CH:36]=2)[CH2:25][CH2:24][N:23]([C:26]([O:28][C:29]([CH3:31])([CH3:30])[CH3:32])=[O:27])[CH2:22][CH2:21]1)=[O:19])[CH3:16]. The catalyst class is: 1. (10) Reactant: CS([C:5]1[N:10]=[C:9]([C:11]2[N:15]3[CH:16]=[CH:17][CH:18]=[CH:19][C:14]3=[N:13][C:12]=2[C:20]2[CH:25]=[CH:24][CH:23]=[C:22]([CH3:26])[N:21]=2)[CH:8]=[CH:7][N:6]=1)(=O)=O.[CH3:27][NH:28][CH3:29].C1COCC1. Product: [CH3:27][N:28]([CH3:29])[C:5]1[N:10]=[C:9]([C:11]2[N:15]3[CH:16]=[CH:17][CH:18]=[CH:19][C:14]3=[N:13][C:12]=2[C:20]2[CH:25]=[CH:24][CH:23]=[C:22]([CH3:26])[N:21]=2)[CH:8]=[CH:7][N:6]=1. The catalyst class is: 23.